The task is: Predict the product of the given reaction.. This data is from Forward reaction prediction with 1.9M reactions from USPTO patents (1976-2016). (1) The product is: [F:1][C:2]1[C:7]([CH:8]([O:14][CH3:21])[CH2:9][CH2:10][CH2:11][CH2:12][CH3:13])=[CH:6][CH:5]=[CH:4][C:3]=1[C:15]1([CH3:20])[O:16][CH2:17][CH2:18][O:19]1. Given the reactants [F:1][C:2]1[C:7]([CH:8]([OH:14])[CH2:9][CH2:10][CH2:11][CH2:12][CH3:13])=[CH:6][CH:5]=[CH:4][C:3]=1[C:15]1([CH3:20])[O:19][CH2:18][CH2:17][O:16]1.[CH3:21]I.[H-].[Na+].[Cl-].[NH4+], predict the reaction product. (2) Given the reactants [C:1]12([C:11]([C:14]3[CH:19]=[CH:18][C:17]([O:20][CH2:21][C:22]4[CH:27]=[CH:26][CH:25]=[CH:24][CH:23]=4)=[CH:16][C:15]=3F)=[N:12][OH:13])[CH2:10][CH:5]3[CH2:6][CH:7]([CH2:9][CH:3]([CH2:4]3)[CH2:2]1)[CH2:8]2.N#N.[H-].[Na+].O, predict the reaction product. The product is: [C:1]12([C:11]3[C:14]4[CH:19]=[CH:18][C:17]([O:20][CH2:21][C:22]5[CH:27]=[CH:26][CH:25]=[CH:24][CH:23]=5)=[CH:16][C:15]=4[O:13][N:12]=3)[CH2:10][CH:5]3[CH2:6][CH:7]([CH2:9][CH:3]([CH2:4]3)[CH2:2]1)[CH2:8]2. (3) Given the reactants [Cl:1][C:2]1[CH:7]=[C:6]([C:8]2[C:16]3[C:11](=[N:12][CH:13]=[CH:14][CH:15]=3)[NH:10][CH:9]=2)[CH:5]=[C:4](Cl)[N:3]=1.[CH3:18][S:19]([NH2:22])(=[O:21])=[O:20].C(=O)([O-])[O-].[Cs+].[Cs+].CC1(C)C2C(=C(P(C3C=CC=CC=3)C3C=CC=CC=3)C=CC=2)OC2C(P(C3C=CC=CC=3)C3C=CC=CC=3)=CC=CC1=2.[OH-].[Na+], predict the reaction product. The product is: [Cl:1][C:2]1[N:3]=[C:4]([NH:22][S:19]([CH3:18])(=[O:21])=[O:20])[CH:5]=[C:6]([C:8]2[C:16]3[C:11](=[N:12][CH:13]=[CH:14][CH:15]=3)[NH:10][CH:9]=2)[CH:7]=1. (4) Given the reactants [F:1][C:2]1[CH:3]=[C:4]([CH:9]2[S:14][CH2:13][CH2:12][CH2:11][S:10]2)[CH:5]=[C:6]([F:8])[CH:7]=1.[Li]CCCC.[CH3:20][C:21]1[CH:22]=[C:23]([CH:26]=[C:27]([CH3:29])[CH:28]=1)[CH:24]=[O:25], predict the reaction product. The product is: [F:1][C:2]1[CH:3]=[C:4]([C:9]2([CH:24]([C:23]3[CH:26]=[C:27]([CH3:29])[CH:28]=[C:21]([CH3:20])[CH:22]=3)[OH:25])[S:10][CH2:11][CH2:12][CH2:13][S:14]2)[CH:5]=[C:6]([F:8])[CH:7]=1. (5) The product is: [CH2:1]([C:3]1[CH:9]=[CH:8][CH:7]=[CH:6][C:4]=1[NH:5][C:42](=[O:43])[C:41]1[CH:45]=[CH:46][CH:47]=[CH:48][C:40]=1[CH2:39][N:20]1[C:21]2[C:26](=[CH:25][CH:24]=[CH:23][CH:22]=2)[C:27]2([CH2:31][O:30][C:29]3[CH:32]=[C:33]4[C:37](=[CH:38][C:28]2=3)[CH2:36][CH2:35][O:34]4)[C:19]1=[O:18])[CH3:2]. Given the reactants [CH2:1]([C:3]1[CH:9]=[CH:8][CH:7]=[CH:6][C:4]=1[NH2:5])[CH3:2].C1(CN)CCCCC1.[O:18]=[C:19]1[C:27]2([CH2:31][O:30][C:29]3[CH:32]=[C:33]4[C:37](=[CH:38][C:28]2=3)[CH2:36][CH2:35][O:34]4)[C:26]2[C:21](=[CH:22][CH:23]=[CH:24][CH:25]=2)[N:20]1[CH2:39][C:40]1[CH:48]=[CH:47][CH:46]=[CH:45][C:41]=1[C:42](O)=[O:43].O=C1C2(COC3C=C4C(=CC2=3)CCO4)C2C(=CC=CC=2)N1CC1C=C(C=CC=1)C(O)=O, predict the reaction product.